This data is from Forward reaction prediction with 1.9M reactions from USPTO patents (1976-2016). The task is: Predict the product of the given reaction. (1) Given the reactants [Li]CCCC.[F:6][C:7]([F:17])([F:16])[C:8]1[CH:13]=[CH:12][C:11]([O:14][CH3:15])=[CH:10][CH:9]=1.CON(C)[C:21](=[O:28])[C:22]1[CH:27]=[CH:26][CH:25]=[CH:24][CH:23]=1.Cl, predict the reaction product. The product is: [CH3:15][O:14][C:11]1[CH:10]=[CH:9][C:8]([C:7]([F:16])([F:17])[F:6])=[CH:13][C:12]=1[C:21]([C:22]1[CH:27]=[CH:26][CH:25]=[CH:24][CH:23]=1)=[O:28]. (2) Given the reactants [CH3:1][O:2][C:3]1[CH:11]=[C:10]2[C:6]([CH:7]=[N:8][NH:9]2)=[CH:5][C:4]=1[NH:12][C:13]1[C:14]2[C:21]3[CH2:22][CH2:23][CH:24]([C:26]([OH:28])=O)[CH2:25][C:20]=3[S:19][C:15]=2[N:16]=[CH:17][N:18]=1.[NH:29]1[CH2:33][C@H:32]([OH:34])[C@@H:31]([OH:35])[CH2:30]1, predict the reaction product. The product is: [OH:35][C@H:31]1[C@H:32]([OH:34])[CH2:33][N:29]([C:26]([CH:24]2[CH2:23][CH2:22][C:21]3[C:14]4[C:13]([NH:12][C:4]5[CH:5]=[C:6]6[C:10](=[CH:11][C:3]=5[O:2][CH3:1])[NH:9][N:8]=[CH:7]6)=[N:18][CH:17]=[N:16][C:15]=4[S:19][C:20]=3[CH2:25]2)=[O:28])[CH2:30]1. (3) Given the reactants [C:1]1([C:7]2[O:8][C:9]([CH2:15][CH2:16][CH3:17])=[C:10]([C:12]([OH:14])=O)[N:11]=2)[CH:6]=[CH:5][CH:4]=[CH:3][CH:2]=1.[N:18]1([C:24]2[N:29]=[CH:28][C:27]([NH2:30])=[CH:26][CH:25]=2)[CH2:23][CH2:22][O:21][CH2:20][CH2:19]1, predict the reaction product. The product is: [N:18]1([C:24]2[N:29]=[CH:28][C:27]([NH:30][C:12]([C:10]3[N:11]=[C:7]([C:1]4[CH:2]=[CH:3][CH:4]=[CH:5][CH:6]=4)[O:8][C:9]=3[CH2:15][CH2:16][CH3:17])=[O:14])=[CH:26][CH:25]=2)[CH2:23][CH2:22][O:21][CH2:20][CH2:19]1. (4) Given the reactants [S:1]1[C:5]2[CH:6]=[CH:7][CH:8]=[CH:9][C:4]=2[CH:3]=[CH:2]1.C([Li])CCC.[C:15]1([CH:21]=[N:22][S:23]([C:26]2[CH:36]=[CH:35][C:29]3[O:30][CH2:31][CH2:32][CH2:33][O:34][C:28]=3[CH:27]=2)(=[O:25])=[O:24])[CH:20]=[CH:19][CH:18]=[CH:17][CH:16]=1, predict the reaction product. The product is: [S:1]1[C:5]2[CH:6]=[CH:7][CH:8]=[CH:9][C:4]=2[CH:3]=[C:2]1[CH:21]([C:15]1[CH:20]=[CH:19][CH:18]=[CH:17][CH:16]=1)[NH:22][S:23]([C:26]1[CH:36]=[CH:35][C:29]2[O:30][CH2:31][CH2:32][CH2:33][O:34][C:28]=2[CH:27]=1)(=[O:24])=[O:25]. (5) Given the reactants Br[C:2]1[S:6][C:5]([C:7]2[N:11]([CH3:12])[N:10]=[CH:9][N:8]=2)=[N:4][CH:3]=1.[CH3:13][C:14]1[CH:30]=[C:17]2[N:18]=[C:19]([CH3:29])[CH:20]=[C:21]([CH:22]([CH2:26][CH2:27][CH3:28])[CH2:23][CH2:24][CH3:25])[N:16]2[N:15]=1.C([O-])(=O)C.[K+].O, predict the reaction product. The product is: [CH3:13][C:14]1[C:30]([C:2]2[S:6][C:5]([C:7]3[N:11]([CH3:12])[N:10]=[CH:9][N:8]=3)=[N:4][CH:3]=2)=[C:17]2[N:18]=[C:19]([CH3:29])[CH:20]=[C:21]([CH:22]([CH2:26][CH2:27][CH3:28])[CH2:23][CH2:24][CH3:25])[N:16]2[N:15]=1. (6) Given the reactants [Br:1][C:2]1[CH:10]=[CH:9][C:5]([C:6]([OH:8])=[O:7])=[C:4]([CH:11]2[CH2:13][CH2:12]2)[CH:3]=1.[C:14](=O)([O-])[O-].[K+].[K+].IC.O, predict the reaction product. The product is: [Br:1][C:2]1[CH:10]=[CH:9][C:5]([C:6]([O:8][CH3:14])=[O:7])=[C:4]([CH:11]2[CH2:12][CH2:13]2)[CH:3]=1.